Dataset: Reaction yield outcomes from USPTO patents with 853,638 reactions. Task: Predict the reaction yield, written as a fraction of the theoretical maximum amount of product (1.0 means a 100% yield; for example, 0.34 means a 34% yield). The reactants are [C:1]([C:5]1[CH:12]=[CH:11][C:8]([CH:9]=O)=[CH:7][CH:6]=1)([CH3:4])([CH3:3])[CH3:2].[NH2:13][C:14]1[S:15][C:16]([CH3:19])=[N:17][N:18]=1.C([O:22][C:23](=O)[C:24]([OH:39])=[CH:25][C:26]([C:28]1[CH:33]=[CH:32][C:31]([O:34][CH2:35][C:36]([OH:38])=[O:37])=[CH:30][CH:29]=1)=[O:27])C. No catalyst specified. The product is [C:1]([C:5]1[CH:12]=[CH:11][C:8]([CH:9]2[C:25]([C:26]([C:28]3[CH:33]=[CH:32][C:31]([O:34][CH2:35][C:36]([OH:38])=[O:37])=[CH:30][CH:29]=3)=[O:27])=[C:24]([OH:39])[C:23](=[O:22])[N:13]2[C:14]2[S:15][C:16]([CH3:19])=[N:17][N:18]=2)=[CH:7][CH:6]=1)([CH3:4])([CH3:3])[CH3:2]. The yield is 0.0200.